Dataset: Forward reaction prediction with 1.9M reactions from USPTO patents (1976-2016). Task: Predict the product of the given reaction. (1) Given the reactants Br[C:2]1[CH:3]=[C:4]([NH:10][C@H:11]([CH:15]([CH3:17])[CH3:16])[C:12]([NH2:14])=[O:13])[CH:5]=[N:6][C:7]=1[C:8]#[N:9].Cl.[CH3:19][C:20]1[CH:24]=[C:23]([NH2:25])[S:22][N:21]=1.O(C1C=CC=CC=1)[Na].O.O.O.CC1(C)C2C(=C(P(C3C=CC=CC=3)C3C=CC=CC=3)C=CC=2)OC2C(P(C3C=CC=CC=3)C3C=CC=CC=3)=CC=CC1=2, predict the reaction product. The product is: [C:8]([C:7]1[N:6]=[CH:5][C:4]([NH:10][C@H:11]([CH:15]([CH3:17])[CH3:16])[C:12]([NH2:14])=[O:13])=[CH:3][C:2]=1[NH:25][C:23]1[S:22][N:21]=[C:20]([CH3:19])[CH:24]=1)#[N:9]. (2) Given the reactants [CH3:1][O:2][C:3](=[O:12])[CH2:4][C:5]1[CH:10]=[CH:9][C:8]([OH:11])=[CH:7][CH:6]=1.C(=O)([O-])[O-].[K+].[K+].[CH2:19](Br)[C:20]1[CH:25]=[CH:24][CH:23]=[CH:22][CH:21]=1.O, predict the reaction product. The product is: [CH3:1][O:2][C:3](=[O:12])[CH2:4][C:5]1[CH:10]=[CH:9][C:8]([O:11][CH2:19][C:20]2[CH:25]=[CH:24][CH:23]=[CH:22][CH:21]=2)=[CH:7][CH:6]=1. (3) Given the reactants C1C2C3C=CC=CC=3C=CC=2[NH2+:3]C=1.[NH:14]1[C:23]2[C:18](=[CH:19][C:20]3[CH:27]=[CH:26][CH:25]=[CH:24][C:21]=3[CH:22]=2)[CH2:17][CH2:16][CH2:15]1, predict the reaction product. The product is: [N:14]1([NH2:3])[C:23]2[C:18](=[CH:19][C:20]3[CH:27]=[CH:26][CH:25]=[CH:24][C:21]=3[CH:22]=2)[CH2:17][CH2:16][CH2:15]1. (4) Given the reactants C[O:2][C:3]([C:5]1[CH:10]=[CH:9][N:8]=[C:7]2[NH:11][C:12]([C:14]3[S:15][CH:16]=[CH:17][CH:18]=3)=[N:13][C:6]=12)=[O:4].O[Li].O, predict the reaction product. The product is: [S:15]1[CH:16]=[CH:17][CH:18]=[C:14]1[C:12]1[NH:11][C:7]2=[N:8][CH:9]=[CH:10][C:5]([C:3]([OH:4])=[O:2])=[C:6]2[N:13]=1. (5) Given the reactants [C:1]([N:4]1[C:13]2[C:8](=[CH:9][C:10]([CH:14]3[CH2:19][CH2:18][N:17]([C:20]([O:22][C:23]([CH3:26])([CH3:25])[CH3:24])=[O:21])[CH2:16][CH2:15]3)=[CH:11][CH:12]=2)[C@H:7]([NH2:27])[C@@H:6]([CH3:28])[C@@H:5]1[CH3:29])(=[O:3])[CH3:2].C(N1C2C(=CC(C3CCN(C(OC(C)(C)C)=O)CC3)=CC=2)[C@H](NC2C=NC(C)=CN=2)[C@@H](C)[C@@H]1C)(=O)C.CN(C1C(C2C(P(C3CCCCC3)C3CCCCC3)=CC=CC=2)=CC=CC=1)C.Br[C:95]1[CH:104]=[CH:103][C:98]([C:99]([NH:101][CH3:102])=[O:100])=[CH:97][CH:96]=1.CC(C)([O-])C.[Na+], predict the reaction product. The product is: [C:1]([N:4]1[C:13]2[C:8](=[CH:9][C:10]([CH:14]3[CH2:15][CH2:16][N:17]([C:20]([O:22][C:23]([CH3:26])([CH3:25])[CH3:24])=[O:21])[CH2:18][CH2:19]3)=[CH:11][CH:12]=2)[C@H:7]([NH:27][C:95]2[CH:104]=[CH:103][C:98]([C:99](=[O:100])[NH:101][CH3:102])=[CH:97][CH:96]=2)[C@@H:6]([CH3:28])[C@@H:5]1[CH3:29])(=[O:3])[CH3:2]. (6) Given the reactants [Cl:1][C:2]1[CH:7]=[CH:6][N:5]=[CH:4][CH:3]=1.C([Mg]Cl)(C)C.CON(C)[C:16](=[O:30])[C@@H:17]([NH:19][C:20](=[O:29])[O:21][CH2:22][C:23]1[CH:28]=[CH:27][CH:26]=[CH:25][CH:24]=1)[CH3:18].[NH4+].[Cl-], predict the reaction product. The product is: [Cl:1][C:2]1[CH:7]=[CH:6][N:5]=[C:4]([C:16](=[O:30])[C@@H:17]([NH:19][C:20](=[O:29])[O:21][CH2:22][C:23]2[CH:28]=[CH:27][CH:26]=[CH:25][CH:24]=2)[CH3:18])[CH:3]=1.